The task is: Predict the product of the given reaction.. This data is from Forward reaction prediction with 1.9M reactions from USPTO patents (1976-2016). (1) Given the reactants Br[C:2]1[CH:3]=[N:4][C:5]2[N:6]([N:8]=[C:9]([C:11]([CH3:14])([CH3:13])[CH3:12])[CH:10]=2)[CH:7]=1.[C:15]([C:17]1[CH:23]=[CH:22][C:20]([NH2:21])=[CH:19][CH:18]=1)#[CH:16], predict the reaction product. The product is: [C:11]([C:9]1[CH:10]=[C:5]2[N:4]=[CH:3][C:2]([C:16]#[C:15][C:17]3[CH:23]=[CH:22][C:20]([NH2:21])=[CH:19][CH:18]=3)=[CH:7][N:6]2[N:8]=1)([CH3:14])([CH3:13])[CH3:12]. (2) The product is: [CH3:13][O:12][C:11]1[CH:10]=[C:9]([CH:17]=[CH:16][C:14]=1[O:15][CH:2]([CH2:5][CH3:6])[CH2:3][CH3:4])[CH:8]=[O:7]. Given the reactants Br[CH:2]([CH2:5][CH3:6])[CH2:3][CH3:4].[O:7]=[CH:8][C:9]1[CH:17]=[CH:16][C:14]([OH:15])=[C:11]([O:12][CH3:13])[CH:10]=1.C(=O)([O-])[O-].[K+].[K+], predict the reaction product. (3) Given the reactants [C:1]([OH:8])(=[O:7])/[CH:2]=[CH:3]\[C:4]([OH:6])=[O:5].[Cl:9][C:10]1[CH:11]=[CH:12][C:13]2[CH2:19][CH2:18][NH:17][CH2:16][C@H:15]([CH3:20])[C:14]=2[CH:21]=1, predict the reaction product. The product is: [C:1]([OH:8])(=[O:7])/[CH:2]=[CH:3]\[C:4]([OH:6])=[O:5].[Cl:9][C:10]1[CH:11]=[CH:12][C:13]2[CH2:19][CH2:18][NH:17][CH2:16][C@H:15]([CH3:20])[C:14]=2[CH:21]=1. (4) Given the reactants C(OC([N:6]1[CH2:12][CH2:11][C:10]2[CH:13]=[CH:14][S:15][C:9]=2[CH2:8][CH2:7]1)=O)C.[Si](I)(C)(C)C, predict the reaction product. The product is: [S:15]1[C:9]2[CH2:8][CH2:7][NH:6][CH2:12][CH2:11][C:10]=2[CH:13]=[CH:14]1. (5) Given the reactants [F:1][C:2]1[CH:3]=[C:4]([C:8]2[NH:9][C:10]3[C:15]([CH:16]=2)=[CH:14][CH:13]=[CH:12][CH:11]=3)[CH:5]=[N:6][CH:7]=1.ClCCl.[C:20](#[N:22])C, predict the reaction product. The product is: [F:1][C:2]1[CH:3]=[C:4]([C:8]2[NH:9][C:10]3[C:15]([C:16]=2[C:20]#[N:22])=[CH:14][CH:13]=[CH:12][CH:11]=3)[CH:5]=[N:6][CH:7]=1. (6) Given the reactants [NH2:1][CH2:2][CH2:3][CH2:4][NH:5][CH2:6][C:7]1[C:8]([F:30])=[C:9]([F:29])[C:10]([NH:20][C:21]2[CH:26]=[CH:25][C:24]([I:27])=[CH:23][C:22]=2[F:28])=[C:11]([CH:19]=1)[C:12]([NH:14][O:15][CH2:16][CH2:17][OH:18])=[O:13].C1C(=O)N(OC(ON2C(=O)CCC2=O)=O)[C:33](=[O:34])C1.C(N(CC)CC)C, predict the reaction product. The product is: [F:29][C:9]1[C:10]([NH:20][C:21]2[CH:26]=[CH:25][C:24]([I:27])=[CH:23][C:22]=2[F:28])=[C:11]([CH:19]=[C:7]([CH2:6][N:5]2[CH2:4][CH2:3][CH2:2][NH:1][C:33]2=[O:34])[C:8]=1[F:30])[C:12]([NH:14][O:15][CH2:16][CH2:17][OH:18])=[O:13].